This data is from Reaction yield outcomes from USPTO patents with 853,638 reactions. The task is: Predict the reaction yield, written as a fraction of the theoretical maximum amount of product (1.0 means a 100% yield; for example, 0.34 means a 34% yield). (1) The reactants are [Cl-].[Al+3].[Cl-].[Cl-].[C:5]1(=[O:15])[C:14]2[C:9](=[CH:10][CH:11]=[CH:12][CH:13]=2)[CH2:8][CH2:7][CH2:6]1.[Br:16]Br.Cl. The catalyst is O. The product is [Br:16][C:10]1[CH:11]=[CH:12][CH:13]=[C:14]2[C:9]=1[CH2:8][CH2:7][CH2:6][C:5]2=[O:15].[Br:16][C:12]1[CH:13]=[C:14]2[C:9]([CH2:8][CH2:7][CH2:6][C:5]2=[O:15])=[CH:10][CH:11]=1. The yield is 0.510. (2) The reactants are [CH3:1][CH:2]([O:6][C:7]1[CH:8]=[CH:9][C:10]2[CH2:11][N:12](C(OC(C)(C)C)=O)[CH2:13][CH2:14][O:15][C:16]=2[N:17]=1)[CH:3]([CH3:5])[CH3:4].[ClH:25].C(OCC)(=O)C. No catalyst specified. The product is [ClH:25].[CH3:1][CH:2]([O:6][C:7]1[CH:8]=[CH:9][C:10]2[CH2:11][NH:12][CH2:13][CH2:14][O:15][C:16]=2[N:17]=1)[CH:3]([CH3:4])[CH3:5]. The yield is 0.520. (3) The reactants are [NH2:1][CH2:2][CH2:3][CH2:4][C@H:5]([NH:9][C:10]([O:12][CH2:13][C:14]1[CH:19]=[CH:18][CH:17]=[CH:16][CH:15]=1)=[O:11])[C:6]([OH:8])=[O:7].[O:20]=[C:21]1[C:29]2[C:24](=[CH:25][CH:26]=[CH:27][CH:28]=2)[C:23](=[O:30])N1C(OCC)=O.C=O.[CH3:38]C1C=CC(S(O)(=O)=O)=CC=1. The catalyst is CN1C(=O)CCC1.CCOC(C)=O.C1(C)C=CC=CC=1.CCOCC. The product is [O:20]=[C:21]1[C:29]2[C:24](=[CH:25][CH:26]=[CH:27][CH:28]=2)[C:23](=[O:30])[N:1]1[CH2:2][CH2:3][CH2:4][C@H:5]1[C:6](=[O:8])[O:7][CH2:38][N:9]1[C:10]([O:12][CH2:13][C:14]1[CH:15]=[CH:16][CH:17]=[CH:18][CH:19]=1)=[O:11]. The yield is 0.760. (4) The reactants are [CH2:1]([C:8]1(O)[CH2:12][CH2:11][CH2:10][CH2:9]1)[C:2]1[CH:7]=[CH:6][CH:5]=[CH:4][CH:3]=1.[Cl:14][CH2:15][C:16]#[N:17].S(=O)(=O)(O)[OH:19]. The catalyst is C(O)(=O)C. The product is [CH2:1]([C:8]1([NH:17][C:16](=[O:19])[CH2:15][Cl:14])[CH2:12][CH2:11][CH2:10][CH2:9]1)[C:2]1[CH:7]=[CH:6][CH:5]=[CH:4][CH:3]=1. The yield is 0.680. (5) The reactants are Cl.Cl.[CH3:3][C@H:4]1[C:12]2[C:11]([N:13]3[CH2:18][CH2:17][NH:16][CH2:15][CH2:14]3)=[N:10][CH:9]=[N:8][C:7]=2[C@H:6]([OH:19])[CH2:5]1.[C:20]([O:24][C:25]([N:27]([CH:40]([CH3:42])[CH3:41])[CH2:28][CH:29]([C:33]1[CH:38]=[CH:37][C:36]([Cl:39])=[CH:35][CH:34]=1)[C:30](O)=[O:31])=[O:26])([CH3:23])([CH3:22])[CH3:21].CN(C(ON1N=NC2C=CC=CC1=2)=[N+](C)C)C.F[P-](F)(F)(F)(F)F. The catalyst is C(Cl)Cl.C(N(CC)CC)C. The product is [Cl:39][C:36]1[CH:37]=[CH:38][C:33]([CH:29]([C:30]([N:16]2[CH2:15][CH2:14][N:13]([C:11]3[C:12]4[C@H:4]([CH3:3])[CH2:5][C@@H:6]([OH:19])[C:7]=4[N:8]=[CH:9][N:10]=3)[CH2:18][CH2:17]2)=[O:31])[CH2:28][N:27]([CH:40]([CH3:41])[CH3:42])[C:25](=[O:26])[O:24][C:20]([CH3:22])([CH3:21])[CH3:23])=[CH:34][CH:35]=1. The yield is 0.780. (6) The reactants are [CH2:1]([O:8][C:9]1[CH:14]=[C:13]([N+:15]([O-])=O)[CH:12]=[CH:11][C:10]=1[C:18]([F:21])([F:20])[F:19])[C:2]1[CH:7]=[CH:6][CH:5]=[CH:4][CH:3]=1.CCOCC.C([O-])([O-])=O.[Na+].[Na+]. The yield is 0.600. The catalyst is CCO.CC(O)=O.O.[Fe]. The product is [CH2:1]([O:8][C:9]1[CH:14]=[C:13]([CH:12]=[CH:11][C:10]=1[C:18]([F:19])([F:20])[F:21])[NH2:15])[C:2]1[CH:3]=[CH:4][CH:5]=[CH:6][CH:7]=1. (7) The reactants are [NH2:1][C:2]1[N:7]=[CH:6][N:5]=[C:4]2[N:8]([CH2:25][C@@H:26]([NH:28][C:29](=[O:33])[CH2:30][C:31]#[N:32])[CH3:27])[N:9]=[C:10]([C:11]3[CH:16]=[CH:15][C:14]([O:17][C:18]4[CH:23]=[CH:22][CH:21]=[CH:20][CH:19]=4)=[CH:13][C:12]=3[F:24])[C:3]=12.[CH3:34][CH:35]([CH3:38])[CH:36]=O.N1CCCCC1. The catalyst is CO. The product is [NH2:1][C:2]1[N:7]=[CH:6][N:5]=[C:4]2[N:8]([CH2:25][C@@H:26]([NH:28][C:29](=[O:33])[C:30]([C:31]#[N:32])=[CH:34][CH:35]([CH3:38])[CH3:36])[CH3:27])[N:9]=[C:10]([C:11]3[CH:16]=[CH:15][C:14]([O:17][C:18]4[CH:19]=[CH:20][CH:21]=[CH:22][CH:23]=4)=[CH:13][C:12]=3[F:24])[C:3]=12. The yield is 0.170.